This data is from Forward reaction prediction with 1.9M reactions from USPTO patents (1976-2016). The task is: Predict the product of the given reaction. (1) Given the reactants FC(F)(F)S(O[C:7]1[C:15]2[C:10](=[CH:11][N:12]=[CH:13][CH:14]=2)[O:9][C:8]=1[C:16]([O:18][CH2:19][CH3:20])=[O:17])(=O)=O.C(N(CC)CC)C, predict the reaction product. The product is: [O:9]1[C:10]2=[CH:11][N:12]=[CH:13][CH:14]=[C:15]2[CH:7]=[C:8]1[C:16]([O:18][CH2:19][CH3:20])=[O:17]. (2) Given the reactants [CH3:1][N:2]1[CH2:7][CH2:6][NH:5][CH2:4][CH2:3]1.C(N(CC)CC)C.[C:15](OC(=O)C)(=[O:17])[CH3:16], predict the reaction product. The product is: [CH3:1][N:2]1[CH2:7][CH2:6][N:5]([C:15](=[O:17])[CH3:16])[CH2:4][CH2:3]1. (3) Given the reactants [Br:1][C:2]1[CH:3]=[C:4]2[C:9](=[CH:10][CH:11]=1)[N:8]=[CH:7][C:6]([S:12]([CH3:15])(=[O:14])=[O:13])=[C:5]2O.P(Cl)(Cl)([Cl:19])=O.C(=O)(O)[O-].[Na+].C(OCC)(=O)C, predict the reaction product. The product is: [Br:1][C:2]1[CH:3]=[C:4]2[C:9](=[CH:10][CH:11]=1)[N:8]=[CH:7][C:6]([S:12]([CH3:15])(=[O:14])=[O:13])=[C:5]2[Cl:19]. (4) Given the reactants [N:1]1[CH:6]=[CH:5][CH:4]=[CH:3][C:2]=1[CH2:7][N:8]([CH2:39][C:40]1[CH:45]=[CH:44][CH:43]=[CH:42][N:41]=1)[CH2:9][C:10]([NH:12][C:13]1[CH:38]=[CH:37][C:16]([CH2:17][CH2:18][NH:19][C:20](=[O:36])[C@H:21]([NH:23][C:24](=[O:35])[C@H:25]([NH:27]C(=O)OC(C)(C)C)[CH3:26])[CH3:22])=[CH:15][CH:14]=1)=[O:11].FC(F)(F)C(O)=O.CO.C(Cl)[Cl:56], predict the reaction product. The product is: [Cl-:56].[N:1]1[CH:6]=[CH:5][CH:4]=[CH:3][C:2]=1[CH2:7][N:8]([CH2:39][C:40]1[CH:45]=[CH:44][CH:43]=[CH:42][N:41]=1)[CH2:9][C:10]([NH:12][C:13]1[CH:38]=[CH:37][C:16]([CH2:17][CH2:18][NH:19][C:20](=[O:36])[C@H:21]([NH:23][C:24](=[O:35])[C@H:25]([NH3+:27])[CH3:26])[CH3:22])=[CH:15][CH:14]=1)=[O:11]. (5) Given the reactants [NH:1]1[CH:9]=[C:7]([CH3:8])[C:5](=[O:6])[NH:4][C:2]1=[O:3].N1C=CC=CC=1.[C:16](Cl)(=[O:23])[C:17]1[CH:22]=[CH:21][CH:20]=[CH:19][CH:18]=1, predict the reaction product. The product is: [C:16]([N:4]1[C:5](=[O:6])[C:7]([CH3:8])=[CH:9][NH:1][C:2]1=[O:3])(=[O:23])[C:17]1[CH:22]=[CH:21][CH:20]=[CH:19][CH:18]=1. (6) Given the reactants C([O:8][CH2:9][CH2:10][CH2:11][C:12]1[S:13][C:14]([C:17]2[CH:22]=[C:21]([O:23][CH2:24][CH:25]=[C:26]([Cl:28])[Cl:27])[CH:20]=[C:19]([Cl:29])[C:18]=2[O:30][CH3:31])=[N:15][N:16]=1)C1C=CC=CC=1.B(F)(F)F.CCOCC.C(S)C.O, predict the reaction product. The product is: [Cl:29][C:19]1[C:18]([O:30][CH3:31])=[C:17]([C:14]2[S:13][C:12]([CH2:11][CH2:10][CH2:9][OH:8])=[N:16][N:15]=2)[CH:22]=[C:21]([O:23][CH2:24][CH:25]=[C:26]([Cl:28])[Cl:27])[CH:20]=1. (7) Given the reactants [Cl:1][C:2]1[CH:7]=[C:6]([Cl:8])[CH:5]=[CH:4][C:3]=1[C:9]1[C:27](=[O:28])[N:26]([CH3:29])[C:12]2[N:13]([CH3:25])[C:14]3[C:19]([C:11]=2[CH:10]=1)=[CH:18][C:17]([C:20]1[NH:21][N:22]=[CH:23][CH:24]=1)=[CH:16][CH:15]=3.[C:30](Cl)(=[O:35])[C:31]([CH3:34])([CH3:33])[CH3:32], predict the reaction product. The product is: [Cl:1][C:2]1[CH:7]=[C:6]([Cl:8])[CH:5]=[CH:4][C:3]=1[C:9]1[C:27](=[O:28])[N:26]([CH3:29])[C:12]2[N:13]([CH3:25])[C:14]3[C:19]([C:11]=2[CH:10]=1)=[CH:18][C:17]([C:20]1[CH:24]=[CH:23][N:22]([C:30](=[O:35])[C:31]([CH3:34])([CH3:33])[CH3:32])[N:21]=1)=[CH:16][CH:15]=3. (8) Given the reactants [Cl:1][C:2]1[N:3]=[C:4]([C:9]([NH:11][C@H:12]2[CH2:17][CH2:16][N:15]([C:18]3[S:19][C:20]([C:26]([O:28][CH2:29][CH3:30])=[O:27])=[C:21]([C:23]([OH:25])=O)[N:22]=3)[CH2:14][C@H:13]2[O:31][CH2:32][CH3:33])=[O:10])[NH:5][C:6]=1[CH2:7][CH3:8].[F:34][CH:35]([F:38])[CH2:36][NH2:37].CCN=C=NCCCN(C)C.Cl.ON1C2C=CC=CC=2N=N1, predict the reaction product. The product is: [Cl:1][C:2]1[N:3]=[C:4]([C:9]([NH:11][C@H:12]2[CH2:17][CH2:16][N:15]([C:18]3[S:19][C:20]([C:26]([O:28][CH2:29][CH3:30])=[O:27])=[C:21]([C:23](=[O:25])[NH:37][CH2:36][CH:35]([F:38])[F:34])[N:22]=3)[CH2:14][C@H:13]2[O:31][CH2:32][CH3:33])=[O:10])[NH:5][C:6]=1[CH2:7][CH3:8]. (9) The product is: [CH3:1][N:2]1[C:3](=[O:31])[C:4]([NH:17][C:18]2[CH:23]=[CH:22][C:21]([N:24]3[CH2:29][CH2:28][N:27]([CH3:30])[CH2:26][CH2:25]3)=[CH:20][N:19]=2)=[CH:5][C:6]([C:33]2[CH:43]=[CH:42][CH:41]=[C:40]([N:44]3[CH2:56][CH2:55][N:47]4[C:48]5[CH2:49][CH2:50][CH2:51][CH2:52][C:53]=5[CH:54]=[C:46]4[C:45]3=[O:57])[C:34]=2[CH2:35][O:36][C:37](=[O:39])[CH3:38])=[CH:7]1. Given the reactants [CH3:1][N:2]1[CH:7]=[C:6](B2OC(C)(C)C(C)(C)O2)[CH:5]=[C:4]([NH:17][C:18]2[CH:23]=[CH:22][C:21]([N:24]3[CH2:29][CH2:28][N:27]([CH3:30])[CH2:26][CH2:25]3)=[CH:20][N:19]=2)[C:3]1=[O:31].Br[C:33]1[CH:43]=[CH:42][CH:41]=[C:40]([N:44]2[CH2:56][CH2:55][N:47]3[C:48]4[CH2:49][CH2:50][CH2:51][CH2:52][C:53]=4[CH:54]=[C:46]3[C:45]2=[O:57])[C:34]=1[CH2:35][O:36][C:37](=[O:39])[CH3:38], predict the reaction product. (10) Given the reactants C[O:2][C:3]([C:5]1[CH:6]=[C:7]2[C:12](=[CH:13][CH:14]=1)[NH:11][CH:10]([C:15]1[CH:20]=[CH:19][C:18]([F:21])=[C:17]([Cl:22])[CH:16]=1)[CH2:9][C:8]2([CH3:24])[CH3:23])=[O:4].[OH-].[Na+].Cl, predict the reaction product. The product is: [Cl:22][C:17]1[CH:16]=[C:15]([CH:10]2[CH2:9][C:8]([CH3:23])([CH3:24])[C:7]3[C:12](=[CH:13][CH:14]=[C:5]([C:3]([OH:4])=[O:2])[CH:6]=3)[NH:11]2)[CH:20]=[CH:19][C:18]=1[F:21].